This data is from Forward reaction prediction with 1.9M reactions from USPTO patents (1976-2016). The task is: Predict the product of the given reaction. (1) Given the reactants [Cl-].[Cl-].[Cl-].[Al+3].[CH2:5]([C:7]1[CH:14]=[CH:13][CH:12]=[C:11]([CH2:15][CH3:16])[C:8]=1[CH:9]=[O:10])[CH3:6].[Br:17]Br, predict the reaction product. The product is: [Br:17][C:14]1[C:7]([CH2:5][CH3:6])=[C:8]([C:11]([CH2:15][CH3:16])=[CH:12][CH:13]=1)[CH:9]=[O:10]. (2) The product is: [Br:1][C:2]1[C:3]2[N:4]=[C:12]([NH2:11])[S:13][C:5]=2[CH:6]=[C:7]([F:9])[CH:8]=1. Given the reactants [Br:1][C:2]1[CH:8]=[C:7]([F:9])[CH:6]=[CH:5][C:3]=1[NH2:4].[NH4+].[N:11]#[C:12][S-:13].BrBr.[OH-].[Na+], predict the reaction product.